This data is from Reaction yield outcomes from USPTO patents with 853,638 reactions. The task is: Predict the reaction yield, written as a fraction of the theoretical maximum amount of product (1.0 means a 100% yield; for example, 0.34 means a 34% yield). The yield is 0.620. The product is [CH2:24]([C:9]1([C:13]([C:15]2[CH:16]=[C:17]3[C:21](=[CH:22][CH:23]=2)[NH:20][CH:19]=[CH:18]3)=[O:14])[CH2:10][CH2:11][CH2:12][NH:8]1)[C:25]1[CH:30]=[CH:29][CH:28]=[CH:27][CH:26]=1. The catalyst is Cl.CO. The reactants are C(OC([N:8]1[CH2:12][CH2:11][CH2:10][C:9]1([CH2:24][C:25]1[CH:30]=[CH:29][CH:28]=[CH:27][CH:26]=1)[C:13]([C:15]1[CH:16]=[C:17]2[C:21](=[CH:22][CH:23]=1)[NH:20][CH:19]=[CH:18]2)=[O:14])=O)(C)(C)C.[OH-].[Na+].